This data is from Full USPTO retrosynthesis dataset with 1.9M reactions from patents (1976-2016). The task is: Predict the reactants needed to synthesize the given product. (1) Given the product [F:1][C:2]1[CH:3]=[CH:4][C:5]2[N:18]=[C:21]([CH3:22])[N:8]([CH:9]3[CH2:16][CH:15]4[CH:11]([CH2:12][C:13](=[O:17])[CH2:14]4)[CH2:10]3)[C:6]=2[CH:7]=1, predict the reactants needed to synthesize it. The reactants are: [F:1][C:2]1[CH:3]=[CH:4][C:5]([N+:18]([O-])=O)=[C:6]([NH:8][CH:9]2[CH2:16][CH:15]3[CH:11]([CH2:12][C:13](=[O:17])[CH2:14]3)[CH2:10]2)[CH:7]=1.[C:21](OC(=O)C)(=O)[CH3:22]. (2) Given the product [CH:1]1([C:4]2[C:10]([F:11])=[CH:9][C:8]([N+:12]([O-:14])=[O:13])=[CH:7][C:5]=2[N:6]2[CH:22]=[N:19][N:20]=[N:21]2)[CH2:3][CH2:2]1, predict the reactants needed to synthesize it. The reactants are: [CH:1]1([C:4]2[C:10]([F:11])=[CH:9][C:8]([N+:12]([O-:14])=[O:13])=[CH:7][C:5]=2[NH2:6])[CH2:3][CH2:2]1.C[Si]([N:19]=[N+:20]=[N-:21])(C)C.[CH3:22]OC(OC)OC.[OH-].[Na+]. (3) The reactants are: [Cl:1][C:2]1[CH:8]=[C:7]([O:9][C:10]2[C:19]3[C:14](=[CH:15][C:16]([O:22][CH3:23])=[C:17]([O:20][CH3:21])[CH:18]=3)[N:13]=[CH:12][N:11]=2)[CH:6]=[CH:5][C:3]=1[NH2:4].[C:24]1([CH3:30])[CH:29]=[CH:28][CH:27]=[CH:26][CH:25]=1.C(N(CC)CC)C.Cl[C:39](Cl)([O:41][C:42](=[O:48])OC(Cl)(Cl)Cl)Cl.CC1C=CC(CO)=CC=1. Given the product [Cl:1][C:2]1[CH:8]=[C:7]([O:9][C:10]2[C:19]3[C:14](=[CH:15][C:16]([O:22][CH3:23])=[C:17]([O:20][CH3:21])[CH:18]=3)[N:13]=[CH:12][N:11]=2)[CH:6]=[CH:5][C:3]=1[NH:4][C:42](=[O:48])[O:41][CH2:39][C:27]1[CH:28]=[CH:29][C:24]([CH3:30])=[CH:25][CH:26]=1, predict the reactants needed to synthesize it. (4) Given the product [S:1]1[CH:5]=[CH:4][N:3]=[C:2]1[NH:6][S:7]([C:10]1[CH:19]=[C:18]2[C:13]([CH2:14][CH2:15][NH:16][CH2:17]2)=[CH:12][CH:11]=1)(=[O:9])=[O:8], predict the reactants needed to synthesize it. The reactants are: [S:1]1[CH:5]=[CH:4][N:3]=[C:2]1[NH:6][S:7]([C:10]1[CH:19]=[C:18]2[C:13]([CH2:14][CH2:15][N:16](C(=O)C(F)(F)F)[CH2:17]2)=[CH:12][CH:11]=1)(=[O:9])=[O:8].[OH-].[K+].